Dataset: Reaction yield outcomes from USPTO patents with 853,638 reactions. Task: Predict the reaction yield, written as a fraction of the theoretical maximum amount of product (1.0 means a 100% yield; for example, 0.34 means a 34% yield). (1) The reactants are [NH2:1][C:2]1[CH:7]=[CH:6][C:5]([Cl:8])=[CH:4][C:3]=1[C:9](=[O:11])[CH3:10].[O:12](S(C(F)(F)F)(=O)=O)[S:13]([C:16]([F:19])([F:18])[F:17])(=O)=[O:14]. The catalyst is C(Cl)Cl. The product is [C:9]([C:3]1[CH:4]=[C:5]([Cl:8])[CH:6]=[CH:7][C:2]=1[NH:1][S:13]([C:16]([F:19])([F:18])[F:17])(=[O:14])=[O:12])(=[O:11])[CH3:10]. The yield is 0.820. (2) The reactants are [S:1]1[C:5]2[CH:6]=[CH:7][CH:8]=[CH:9][C:4]=2[N:3]=[C:2]1[N:10]1[C:14](=[O:15])[CH:13]=[C:12]([C:16]2[CH:21]=[CH:20][CH:19]=[C:18]([F:22])[CH:17]=2)[NH:11]1.CO[CH:25](OC)[N:26]([CH3:28])[CH3:27].C(OCC)C. The catalyst is C1COCC1. The product is [S:1]1[C:5]2[CH:6]=[CH:7][CH:8]=[CH:9][C:4]=2[N:3]=[C:2]1[N:10]1[C:14](=[O:15])[C:13](=[CH:25][N:26]([CH3:28])[CH3:27])[C:12]([C:16]2[CH:21]=[CH:20][CH:19]=[C:18]([F:22])[CH:17]=2)=[N:11]1. The yield is 0.920. (3) The reactants are FC(F)(F)C(O)=O.O.C(OC([N:16]1[CH2:19][CH2:18][C@H:17]1[CH2:20][O:21][C:22]1[CH:23]=[C:24]([C:28]2[CH:29]=[C:30]([CH2:34][C@H:35]([OH:43])[CH2:36][C:37]3[CH:42]=[CH:41][CH:40]=[CH:39][CH:38]=3)[CH:31]=[CH:32][CH:33]=2)[CH:25]=[N:26][CH:27]=1)=O)(C)(C)C. The catalyst is C(Cl)Cl. The product is [NH:16]1[CH2:19][CH2:18][C@H:17]1[CH2:20][O:21][C:22]1[CH:23]=[C:24]([C:28]2[CH:29]=[C:30]([CH2:34][C@H:35]([OH:43])[CH2:36][C:37]3[CH:42]=[CH:41][CH:40]=[CH:39][CH:38]=3)[CH:31]=[CH:32][CH:33]=2)[CH:25]=[N:26][CH:27]=1. The yield is 0.430.